Dataset: Forward reaction prediction with 1.9M reactions from USPTO patents (1976-2016). Task: Predict the product of the given reaction. (1) The product is: [O:28]1[C:32]2[CH:33]=[CH:34][C:35]([N:8]3[C:9](=[O:26])[C:10]([CH2:11][C:12]4[CH:17]=[CH:16][C:15]([C:18]5[CH:23]=[CH:22][CH:21]=[CH:20][C:19]=5[C:24]5[NH:40][C:53](=[O:55])[O:56][N:25]=5)=[CH:14][CH:13]=4)=[C:5]([CH2:4][O:3][CH2:1][CH3:2])[N:6]=[C:7]3[CH3:27])=[CH:36][C:31]=2[CH2:30][CH2:29]1. Given the reactants [CH2:1]([O:3][CH2:4][C:5]1[N:6]=[C:7]([CH3:27])[NH:8][C:9](=[O:26])[C:10]=1[CH2:11][C:12]1[CH:17]=[CH:16][C:15]([C:18]2[C:19]([C:24]#[N:25])=[CH:20][CH:21]=[CH:22][CH:23]=2)=[CH:14][CH:13]=1)[CH3:2].[O:28]1[C:32]2[CH:33]=[CH:34][C:35](B(O)O)=[CH:36][C:31]=2[CH2:30][CH2:29]1.[N:40]1C=CC=CC=1.C(N(CC)CC)C.[C:53]([O:56]CC)(=[O:55])C, predict the reaction product. (2) Given the reactants C(=O)([O-])O.[Na+].[CH3:6][N:7]([CH2:9][CH2:10][CH:11]=[C:12]1[C:22]2[CH:23]=[CH:24][CH:25]=[CH:26][C:21]=2[CH:20]=[CH:19][C:18]2[CH:17]=[CH:16][CH:15]=[CH:14][C:13]1=2)C.Cl.ClC(OCC)=O.[OH-].[K+], predict the reaction product. The product is: [CH:17]1[C:18]2[CH:19]=[CH:20][C:21]3[CH:26]=[CH:25][CH:24]=[CH:23][C:22]=3[C:12](=[CH:11][CH2:10][CH2:9][NH:7][CH3:6])[C:13]=2[CH:14]=[CH:15][CH:16]=1. (3) Given the reactants [S:1]1[CH:5]=[C:4]([CH2:6][NH:7][C@@H:8]([CH3:16])[CH:9]([O:13][CH2:14][CH3:15])[O:10][CH2:11][CH3:12])[C:3]2[CH:17]=[CH:18][CH:19]=[CH:20][C:2]1=2.[NH:21]([C:34]([O:36][CH2:37][CH:38]1[C:50]2[C:45](=[CH:46][CH:47]=[CH:48][CH:49]=2)[C:44]2[C:39]1=[CH:40][CH:41]=[CH:42][CH:43]=2)=[O:35])[C@H:22]([C:31](O)=[O:32])[CH2:23][C:24](=[O:30])[O:25][C:26]([CH3:29])([CH3:28])[CH3:27].CN(C(ON1N=NC2C=CC=NC1=2)=[N+](C)C)C.F[P-](F)(F)(F)(F)F.CCN(C(C)C)C(C)C, predict the reaction product. The product is: [CH:40]1[C:39]2[CH:38]([CH2:37][O:36][C:34]([NH:21][C@H:22]([C:31]([N:7]([CH2:6][C:4]3[C:3]4[CH:17]=[CH:18][CH:19]=[CH:20][C:2]=4[S:1][CH:5]=3)[C@@H:8]([CH3:16])[CH:9]([O:10][CH2:11][CH3:12])[O:13][CH2:14][CH3:15])=[O:32])[CH2:23][C:24]([O:25][C:26]([CH3:27])([CH3:29])[CH3:28])=[O:30])=[O:35])[C:50]3[C:45](=[CH:46][CH:47]=[CH:48][CH:49]=3)[C:44]=2[CH:43]=[CH:42][CH:41]=1. (4) Given the reactants [I-].[CH3:2][S+](C)C.[H-].[Na+].[C:8]1([CH:20]2[CH2:25][CH2:24][C:23](=[CH:26][C:27]#[N:28])[CH2:22][CH2:21]2)[N:9]=[N:10][N:11]2[C:16]=1[C:15]1[CH:17]=[CH:18][NH:19][C:14]=1[N:13]=[CH:12]2.O, predict the reaction product. The product is: [C:8]1([CH:20]2[CH2:21][CH2:22][C:23]3([CH:26]([C:27]#[N:28])[CH2:2]3)[CH2:24][CH2:25]2)[N:9]=[N:10][N:11]2[C:16]=1[C:15]1[CH:17]=[CH:18][NH:19][C:14]=1[N:13]=[CH:12]2.